From a dataset of Catalyst prediction with 721,799 reactions and 888 catalyst types from USPTO. Predict which catalyst facilitates the given reaction. (1) Reactant: Cl[C:2]1[CH:7]=[CH:6][N:5]=[C:4]2[NH:8][CH:9]=[C:10]([N+:11]([O-:13])=[O:12])[C:3]=12.[CH3:14][NH:15][CH:16]1[CH2:21][CH2:20][CH2:19][CH2:18][CH2:17]1.C(N(CC)C(C)C)(C)C. Product: [CH:16]1([N:15]([CH3:14])[C:2]2[C:3]3[C:10]([N+:11]([O-:13])=[O:12])=[CH:9][NH:8][C:4]=3[N:5]=[CH:6][CH:7]=2)[CH2:21][CH2:20][CH2:19][CH2:18][CH2:17]1. The catalyst class is: 41. (2) Reactant: [N:1]#N.C(OC(=O)N[CH2:10][CH:11]1[CH2:16][CH2:15][CH:14]([N:17]([C:33]([C:35]2[S:36][C:37]3[C:44]([F:45])=[CH:43][CH:42]=[C:41]([F:46])[C:38]=3[C:39]=2[Cl:40])=[O:34])[CH2:18][C:19]2[CH:24]=[C:23]([C:25]3[CH:30]=[CH:29][N:28]=[CH:27][CH:26]=3)[CH:22]=[CH:21][C:20]=2[O:31][CH3:32])[CH2:13][CH2:12]1)(C)(C)C.Cl. Product: [CH3:32][O:31][C:20]1[CH:21]=[CH:22][C:23]([C:25]2[CH:30]=[CH:29][N:28]=[CH:27][CH:26]=2)=[CH:24][C:19]=1[CH2:18][N:17]([C:14]1([NH2:1])[CH2:13][CH2:12][CH:11]([CH3:10])[CH2:16][CH2:15]1)[C:33]([C:35]1[S:36][C:37]2[C:44]([F:45])=[CH:43][CH:42]=[C:41]([F:46])[C:38]=2[C:39]=1[Cl:40])=[O:34]. The catalyst class is: 14. (3) Reactant: [F:1][C:2]1[CH:7]=[C:6]([CH3:8])[C:5]([S:9][CH2:10][C:11]([F:14])([F:13])[F:12])=[CH:4][C:3]=1[N:15]1[CH:20]=[CH:19][C:18](=[O:21])[NH:17][C:16]1=[O:22].[H-].[Na+].[CH2:25](I)[CH3:26]. Product: [CH2:25]([N:17]1[C:18](=[O:21])[CH:19]=[CH:20][N:15]([C:3]2[CH:4]=[C:5]([S:9][CH2:10][C:11]([F:14])([F:12])[F:13])[C:6]([CH3:8])=[CH:7][C:2]=2[F:1])[C:16]1=[O:22])[CH3:26]. The catalyst class is: 9. (4) Reactant: [Br:1][C:2]1[C:7]([CH3:8])=[CH:6][C:5]([OH:9])=[CH:4][C:3]=1[CH3:10].C(=O)([O-])[O-].[K+].[K+].CC1C=CC(S(O[CH2:28][C@@H:29]2[CH2:34][N:33]([CH3:35])[C:32]3[CH:36]=[CH:37][CH:38]=[CH:39][C:31]=3[O:30]2)(=O)=O)=CC=1.O. The catalyst class is: 80. Product: [Br:1][C:2]1[C:7]([CH3:8])=[CH:6][C:5]([O:9][CH2:28][C@@H:29]2[CH2:34][N:33]([CH3:35])[C:32]3[CH:36]=[CH:37][CH:38]=[CH:39][C:31]=3[O:30]2)=[CH:4][C:3]=1[CH3:10]. (5) Reactant: [OH-].[NH4+].C([O:6][C:7]1[CH:8]=[C:9]2[C:14](=[CH:15][C:16]=1[O:17][CH3:18])[N:13]=[CH:12][N:11]=[C:10]2[NH:19][C:20]1[CH:25]=[CH:24][C:23]([F:26])=[C:22]([Cl:27])[CH:21]=1)(=O)C. Product: [Cl:27][C:22]1[CH:21]=[C:20]([NH:19][C:10]2[C:9]3[C:14](=[CH:15][C:16]([O:17][CH3:18])=[C:7]([OH:6])[CH:8]=3)[N:13]=[CH:12][N:11]=2)[CH:25]=[CH:24][C:23]=1[F:26]. The catalyst class is: 5.